This data is from Catalyst prediction with 721,799 reactions and 888 catalyst types from USPTO. The task is: Predict which catalyst facilitates the given reaction. (1) Reactant: [Cl:1][C:2]1[N:7]=[CH:6][N:5]=[C:4]([NH:8][C:9]2[CH:10]=[C:11]([S:17]([NH:20][CH3:21])(=[O:19])=[O:18])[CH:12]=[CH:13][C:14]=2[S:15][CH3:16])[CH:3]=1.B1([O-])OO1.[OH2:26].[OH2:27].O.O.[Na+]. Product: [Cl:1][C:2]1[N:7]=[CH:6][N:5]=[C:4]([NH:8][C:9]2[CH:10]=[C:11]([S:17]([NH:20][CH3:21])(=[O:19])=[O:18])[CH:12]=[CH:13][C:14]=2[S:15]([CH3:16])(=[O:27])=[O:26])[CH:3]=1. The catalyst class is: 52. (2) Reactant: O[CH2:2][CH2:3][N:4]([C:18]([C:20]1[NH:24][C:23]([CH3:25])=[N:22][CH:21]=1)=[O:19])[CH:5]1[CH2:10][CH2:9][N:8]([C:11]([O:13][C:14]([CH3:17])([CH3:16])[CH3:15])=[O:12])[CH2:7][CH2:6]1.C(N(CC)CC)C.CS(Cl)(=O)=O.C(Cl)(Cl)Cl. Product: [CH3:25][C:23]1[N:24]2[CH2:2][CH2:3][N:4]([CH:5]3[CH2:6][CH2:7][N:8]([C:11]([O:13][C:14]([CH3:17])([CH3:15])[CH3:16])=[O:12])[CH2:9][CH2:10]3)[C:18](=[O:19])[C:20]2=[CH:21][N:22]=1. The catalyst class is: 20. (3) Reactant: [NH2:1][C:2]1[CH:7]=[CH:6][C:5]([O:8][CH2:9][O:10][CH2:11][CH3:12])=[CH:4][C:3]=1[SH:13].[Cl:14][C:15]1[C:20]([NH:21][C:22](=[O:27])[C:23]([CH3:26])([CH3:25])[CH3:24])=[CH:19][CH:18]=[C:17]([CH:28]=O)[N:16]=1.C(OCC)(=O)C. Product: [Cl:14][C:15]1[C:20]([NH:21][C:22](=[O:27])[C:23]([CH3:24])([CH3:25])[CH3:26])=[CH:19][CH:18]=[C:17]([C:28]2[S:13][C:3]3[CH:4]=[C:5]([O:8][CH2:9][O:10][CH2:11][CH3:12])[CH:6]=[CH:7][C:2]=3[N:1]=2)[N:16]=1. The catalyst class is: 16. (4) Reactant: Br[CH2:2][CH2:3][C:4]1[CH:9]=[CH:8][C:7]([CH2:10][CH2:11][C:12]2[N:13]=[C:14]([NH:17][C:18](=[O:20])[CH3:19])[S:15][CH:16]=2)=[CH:6][CH:5]=1.[N:21]1([C:27]([O:29][C:30]([CH3:33])([CH3:32])[CH3:31])=[O:28])[CH2:26][CH2:25][NH:24][CH2:23][CH2:22]1.C(N(CC)CC)C. Product: [C:18]([NH:17][C:14]1[S:15][CH:16]=[C:12]([CH2:11][CH2:10][C:7]2[CH:8]=[CH:9][C:4]([CH2:3][CH2:2][N:24]3[CH2:23][CH2:22][N:21]([C:27]([O:29][C:30]([CH3:33])([CH3:32])[CH3:31])=[O:28])[CH2:26][CH2:25]3)=[CH:5][CH:6]=2)[N:13]=1)(=[O:20])[CH3:19]. The catalyst class is: 10. (5) Reactant: C(OC([N:11]1[CH2:20][CH2:19][C:18]2[C:13](=[CH:14][CH:15]=[CH:16][CH:17]=2)[CH:12]1[C:21]1[CH:26]=[C:25]([Cl:27])[CH:24]=[CH:23][C:22]=1[O:28][CH2:29][C:30]1[O:34][N:33]=[C:32]([O:35]CC2C=CC=CC=2)[CH:31]=1)=O)C1C=CC=CC=1. Product: [Cl:27][C:25]1[CH:24]=[CH:23][C:22]([O:28][CH2:29][C:30]2[O:34][N:33]=[C:32]([OH:35])[CH:31]=2)=[C:21]([CH:12]2[C:13]3[C:18](=[CH:17][CH:16]=[CH:15][CH:14]=3)[CH2:19][CH2:20][NH:11]2)[CH:26]=1. The catalyst class is: 570. (6) Reactant: Cl.[Cl:2][CH2:3][CH2:4][CH2:5][CH2:6][CH:7]([C:19]1[CH:24]=[C:23]([F:25])[C:22]([F:26])=[C:21]([F:27])[CH:20]=1)[C:8]([NH:10][NH:11]C(OC(C)(C)C)=O)=[O:9]. Product: [ClH:2].[Cl:2][CH2:3][CH2:4][CH2:5][CH2:6][CH:7]([C:19]1[CH:20]=[C:21]([F:27])[C:22]([F:26])=[C:23]([F:25])[CH:24]=1)[C:8]([NH:10][NH2:11])=[O:9]. The catalyst class is: 13. (7) Reactant: [CH3:1][C:2]1[N:11]([C:12]2[CH:17]=[CH:16][CH:15]=[CH:14][CH:13]=2)[C:10](=[O:18])[C:9]2[C:4](=[CH:5][CH:6]=[CH:7][CH:8]=2)[N:3]=1.[OH:19][C:20]1[C:21]([O:28]C)=[C:22]([CH:25]=[CH:26][CH:27]=1)[CH:23]=O.CC([O-])=O.[Na+]. Product: [OH:28][C:21]1[C:20]([OH:19])=[CH:27][CH:26]=[CH:25][C:22]=1[CH:23]=[CH:1][C:2]1[N:11]([C:12]2[CH:17]=[CH:16][CH:15]=[CH:14][CH:13]=2)[C:10](=[O:18])[C:9]2[C:4](=[CH:5][CH:6]=[CH:7][CH:8]=2)[N:3]=1. The catalyst class is: 52.